This data is from Full USPTO retrosynthesis dataset with 1.9M reactions from patents (1976-2016). The task is: Predict the reactants needed to synthesize the given product. (1) Given the product [CH2:26]([N:10]1[C:11]2[C:6](=[C:5]([N+:23]([O-:25])=[O:24])[C:4]([F:3])=[C:13]([F:14])[C:12]=2[O:15][CH3:16])[C:7](=[O:22])[C:8]([C:17]([O:19][CH2:20][CH3:21])=[O:18])=[CH:9]1)[C:27]1[CH:32]=[CH:31][CH:30]=[CH:29][CH:28]=1, predict the reactants needed to synthesize it. The reactants are: [H-].[Na+].[F:3][C:4]1[C:5]([N+:23]([O-:25])=[O:24])=[C:6]2[C:11](=[C:12]([O:15][CH3:16])[C:13]=1[F:14])[NH:10][CH:9]=[C:8]([C:17]([O:19][CH2:20][CH3:21])=[O:18])[C:7]2=[O:22].[CH2:26](Br)[C:27]1[CH:32]=[CH:31][CH:30]=[CH:29][CH:28]=1. (2) The reactants are: C[C@@H:2]([NH:32]C)[C@H:3]1[O:8][C@H:7]([O:9][C@H:10]2[C@H:15]([OH:16])[C@@H:14]([O:17][C@H:18]3[O:23][CH2:22][C@@:21]([OH:25])([CH3:24])[C@H:20]([NH:26][CH3:27])[C@H:19]3[OH:28])[C@H:13]([NH2:29])[CH2:12][C@@H:11]2[NH2:30])[C@H:6]([NH2:31])[CH2:5][CH2:4]1.ClC(OCC1C=CC=CC=1)=O. Given the product [CH3:24][C:21]1([OH:25])[CH:20]([NH:26][CH3:27])[CH:19]([OH:28])[CH:18]([O:17][CH:14]2[CH:15]([OH:16])[CH:10]([O:9][CH:7]3[O:8][CH:3]([CH2:2][NH2:32])[CH2:4][CH2:5][CH:6]3[NH2:31])[CH:11]([NH2:30])[CH2:12][CH:13]2[NH2:29])[O:23][CH2:22]1, predict the reactants needed to synthesize it. (3) Given the product [C:12]([C:20]1[CH:21]=[CH:22][C:23]([C:24]([NH:1][C:2]2[S:3][C:4]3[CH:10]=[C:9]([OH:11])[CH:8]=[CH:7][C:5]=3[N:6]=2)=[O:25])=[CH:27][CH:28]=1)(=[O:19])[C:13]1[CH:14]=[CH:15][CH:16]=[CH:17][CH:18]=1, predict the reactants needed to synthesize it. The reactants are: [NH2:1][C:2]1[S:3][C:4]2[CH:10]=[C:9]([OH:11])[CH:8]=[CH:7][C:5]=2[N:6]=1.[C:12]([C:20]1[CH:28]=[CH:27][C:23]([C:24](O)=[O:25])=[CH:22][CH:21]=1)(=[O:19])[C:13]1[CH:18]=[CH:17][CH:16]=[CH:15][CH:14]=1.CN(C(ON1N=NC2C=CC=NC1=2)=[N+](C)C)C.F[P-](F)(F)(F)(F)F.C(N(C(C)C)CC)(C)C. (4) Given the product [C:1]([O:5][C:6]([N:8]1[CH2:20][C@@H:19]([CH3:21])[N:18]2[C@H:10]([CH2:11][C:12]3[C:17]2=[N:16][C:15]([C:35]([OH:37])([CH3:36])[CH2:34][O:33][CH3:32])=[CH:14][CH:13]=3)[CH2:9]1)=[O:7])([CH3:3])([CH3:4])[CH3:2], predict the reactants needed to synthesize it. The reactants are: [C:1]([O:5][C:6]([N:8]1[CH2:20][C@@H:19]([CH3:21])[N:18]2[C@H:10]([CH2:11][C:12]3[C:17]2=[N:16][C:15](COCCO)=[CH:14][CH:13]=3)[CH2:9]1)=[O:7])([CH3:4])([CH3:3])[CH3:2].C([Li])CCC.[CH3:32][O:33][CH2:34][C:35](=[O:37])[CH3:36]. (5) The reactants are: C([O:8][CH:9]1[CH2:12][C:11]([C:19]([O:21][CH:22]([CH3:24])[CH3:23])=[O:20])([C:13]([O:15][CH:16]([CH3:18])[CH3:17])=[O:14])[CH2:10]1)C1C=CC=CC=1.[H][H]. Given the product [OH:8][CH:9]1[CH2:12][C:11]([C:13]([O:15][CH:16]([CH3:18])[CH3:17])=[O:14])([C:19]([O:21][CH:22]([CH3:24])[CH3:23])=[O:20])[CH2:10]1, predict the reactants needed to synthesize it.